Dataset: Full USPTO retrosynthesis dataset with 1.9M reactions from patents (1976-2016). Task: Predict the reactants needed to synthesize the given product. (1) Given the product [CH:1]1([C:5]2[O:9][N:8]=[C:7]([C:10]3[C:11]([Cl:17])=[CH:12][CH:13]=[CH:14][C:15]=3[Cl:16])[C:6]=2[CH2:18][O:19][C:21]2[CH:22]=[CH:23][C:24]([C:27]3[CH:28]=[C:29]4[C:34](=[CH:35][CH:36]=3)[C:33]([C:37]([O:39][CH3:40])=[O:38])=[CH:32][CH:31]=[CH:30]4)=[CH:25][CH:26]=2)[CH2:2][CH2:3][CH2:4]1, predict the reactants needed to synthesize it. The reactants are: [CH:1]1([C:5]2[O:9][N:8]=[C:7]([C:10]3[C:15]([Cl:16])=[CH:14][CH:13]=[CH:12][C:11]=3[Cl:17])[C:6]=2[CH2:18][OH:19])[CH2:4][CH2:3][CH2:2]1.O[C:21]1[CH:26]=[CH:25][C:24]([C:27]2[CH:28]=[C:29]3[C:34](=[CH:35][CH:36]=2)[C:33]([C:37]([O:39][CH3:40])=[O:38])=[CH:32][CH:31]=[CH:30]3)=[CH:23][CH:22]=1.C1(P(C2C=CC=CC=2)C2C=CC=CC=2)C=CC=CC=1.N(C(OC(C)C)=O)=NC(OC(C)C)=O. (2) Given the product [C:11]([O:15][C:16]([NH:18][C:19]1[CH:24]=[CH:23][CH:22]=[CH:21][C:20]=1[NH:25][C:6](=[O:8])[C:5]1[CH:9]=[CH:10][C:2]([Br:1])=[N:3][CH:4]=1)=[O:17])([CH3:14])([CH3:12])[CH3:13], predict the reactants needed to synthesize it. The reactants are: [Br:1][C:2]1[CH:10]=[CH:9][C:5]([C:6]([OH:8])=O)=[CH:4][N:3]=1.[C:11]([O:15][C:16]([NH:18][C:19]1[CH:24]=[CH:23][CH:22]=[CH:21][C:20]=1[NH2:25])=[O:17])([CH3:14])([CH3:13])[CH3:12].O. (3) Given the product [NH2:2][C:17]1[C:16]2[N:22]=[C:23]([CH2:34][O:35][CH2:36][CH3:37])[N:24]([CH2:25][C:26]([NH:29][S:30]([CH3:33])(=[O:32])=[O:31])([CH3:28])[CH3:27])[C:15]=2[C:14]2[CH:13]=[CH:12][C:11]([O:10][CH2:3][C:4]3[CH:9]=[CH:8][CH:7]=[CH:6][CH:5]=3)=[CH:20][C:19]=2[N:18]=1, predict the reactants needed to synthesize it. The reactants are: [OH-].[NH4+:2].[CH2:3]([O:10][C:11]1[CH:12]=[CH:13][C:14]2[C:15]3[N:24]([CH2:25][C:26]([NH:29][S:30]([CH3:33])(=[O:32])=[O:31])([CH3:28])[CH3:27])[C:23]([CH2:34][O:35][CH2:36][CH3:37])=[N:22][C:16]=3[CH:17]=[N+:18]([O-])[C:19]=2[CH:20]=1)[C:4]1[CH:9]=[CH:8][CH:7]=[CH:6][CH:5]=1.C1(C)C=CC(S(Cl)(=O)=O)=CC=1.O. (4) Given the product [C:1]([N:5]1[C:9]([C:10]2[CH:11]=[CH:12][C:13]([F:16])=[CH:14][CH:15]=2)=[C:8]([C:17]2[S:18][CH2:19][CH:20]([C:22]([N:31]3[CH2:32][CH2:33][C:34]4[NH:25][C:26](=[O:35])[CH:27]=[CH:28][C:29]=4[CH2:30]3)=[O:23])[N:21]=2)[CH:7]=[N:6]1)([CH3:2])([CH3:4])[CH3:3], predict the reactants needed to synthesize it. The reactants are: [C:1]([N:5]1[C:9]([C:10]2[CH:15]=[CH:14][C:13]([F:16])=[CH:12][CH:11]=2)=[C:8]([C:17]2[S:18][CH2:19][CH:20]([C:22](O)=[O:23])[N:21]=2)[CH:7]=[N:6]1)([CH3:4])([CH3:3])[CH3:2].[NH:25]1[C:34]2[CH2:33][CH2:32][NH:31][CH2:30][C:29]=2[CH:28]=[CH:27][C:26]1=[O:35].